From a dataset of Catalyst prediction with 721,799 reactions and 888 catalyst types from USPTO. Predict which catalyst facilitates the given reaction. (1) Reactant: O[C:2]1[C:11]2[C:6](=[N:7][CH:8]=[CH:9][CH:10]=2)[N:5]([C:12]2[CH:17]=[CH:16][CH:15]=[C:14]([C:18]([F:21])([F:20])[F:19])[CH:13]=2)[C:4](=[O:22])[C:3]=1[C:23](=O)[CH2:24][C:25]1[CH:30]=[CH:29][CH:28]=[CH:27][C:26]=1[CH3:31].O.[NH2:34][NH2:35].C(=O)([O-])O.[Na+]. Product: [CH3:31][C:26]1[CH:27]=[CH:28][CH:29]=[CH:30][C:25]=1[CH2:24][C:23]1[C:3]2[C:4](=[O:22])[N:5]([C:12]3[CH:17]=[CH:16][CH:15]=[C:14]([C:18]([F:20])([F:19])[F:21])[CH:13]=3)[C:6]3[N:7]=[CH:8][CH:9]=[CH:10][C:11]=3[C:2]=2[NH:35][N:34]=1. The catalyst class is: 3. (2) Reactant: [C:1]([O:5][C:6](=[O:25])[NH:7][CH:8]1[CH2:13][CH2:12][N:11]([C:14]2[N:15]([CH3:24])[C:16](=[O:23])[C:17](Cl)=[C:18]([C:20]#[N:21])[N:19]=2)[CH2:10][CH2:9]1)([CH3:4])([CH3:3])[CH3:2].[F:26][C:27]1[CH:28]=[C:29](B(O)O)[CH:30]=[CH:31][C:32]=1[O:33][CH3:34].C([O-])([O-])=O.[Na+].[Na+]. Product: [C:1]([O:5][C:6](=[O:25])[NH:7][CH:8]1[CH2:13][CH2:12][N:11]([C:14]2[N:15]([CH3:24])[C:16](=[O:23])[C:17]([C:29]3[CH:30]=[CH:31][C:32]([O:33][CH3:34])=[C:27]([F:26])[CH:28]=3)=[C:18]([C:20]#[N:21])[N:19]=2)[CH2:10][CH2:9]1)([CH3:4])([CH3:3])[CH3:2]. The catalyst class is: 117. (3) Reactant: [Br:1][C:2]1[CH:8]=[CH:7][C:5]([NH2:6])=[C:4]([F:9])[CH:3]=1.[C:10]([S-:12])#[N:11].[K+].BrBr. Product: [Br:1][C:2]1[CH:3]=[C:4]([F:9])[C:5]2[N:6]=[C:10]([NH2:11])[S:12][C:7]=2[CH:8]=1. The catalyst class is: 52. (4) Reactant: [Cl:1][C:2]1[CH:7]=[C:6]([Cl:8])[CH:5]=[C:4]([Cl:9])[C:3]=1[N:10]1[C:14]2=[N:15][C:16]([CH2:20][C:21]3[CH:26]=[CH:25][CH:24]=[C:23]([O:27]C)[CH:22]=3)=[N:17][C:18](=[O:19])[C:13]2=[C:12]([S:29][CH3:30])[NH:11]1.B(Br)(Br)Br. Product: [Cl:1][C:2]1[CH:7]=[C:6]([Cl:8])[CH:5]=[C:4]([Cl:9])[C:3]=1[N:10]1[C:14]2=[N:15][C:16]([CH2:20][C:21]3[CH:26]=[CH:25][CH:24]=[C:23]([OH:27])[CH:22]=3)=[N:17][C:18](=[O:19])[C:13]2=[C:12]([S:29][CH3:30])[NH:11]1. The catalyst class is: 2. (5) Reactant: [OH-].[Li+].[CH2:3]([O:7][C:8]1[CH:32]=[CH:31][C:11]([C:12]([NH:14][CH2:15][C@H:16]([N:21]2[CH2:26][CH2:25][N:24]([S:27]([CH3:30])(=[O:29])=[O:28])[CH2:23][CH2:22]2)[C:17]([O:19]C)=[O:18])=[O:13])=[CH:10][CH:9]=1)[C:4]#[C:5][CH3:6]. The catalyst class is: 30. Product: [CH2:3]([O:7][C:8]1[CH:9]=[CH:10][C:11]([C:12]([NH:14][CH2:15][C@H:16]([N:21]2[CH2:26][CH2:25][N:24]([S:27]([CH3:30])(=[O:29])=[O:28])[CH2:23][CH2:22]2)[C:17]([OH:19])=[O:18])=[O:13])=[CH:31][CH:32]=1)[C:4]#[C:5][CH3:6]. (6) Reactant: [Cl:1][C:2]1[C:10]([CH:11]2[CH2:13][CH2:12]2)=[CH:9][C:5]([C:6]([NH2:8])=O)=[C:4]([O:14][CH2:15][CH2:16][CH2:17][C:18](=[O:20])[CH3:19])[N:3]=1.O=P(Cl)(Cl)Cl.N1C=CC=CC=1.C([O-])(O)=O.[Na+]. Product: [Cl:1][C:2]1[C:10]([CH:11]2[CH2:12][CH2:13]2)=[CH:9][C:5]([C:6]#[N:8])=[C:4]([O:14][CH2:15][CH2:16][CH2:17][C:18](=[O:20])[CH3:19])[N:3]=1. The catalyst class is: 10. (7) Reactant: [NH2:1][C:2]1[N:10]=[CH:9][CH:8]=[CH:7][C:3]=1[C:4]([OH:6])=O.[F:11][C:12]1[CH:13]=[C:14]([CH:17]=[CH:18][C:19]=1[F:20])[CH2:15][NH2:16].CN([P+](ON1N=NC2C=CC=CC1=2)(N(C)C)N(C)C)C.F[P-](F)(F)(F)(F)F.C(N(CC)CC)C. Product: [F:11][C:12]1[CH:13]=[C:14]([CH2:15][NH:16][C:4](=[O:6])[C:3]2[CH:7]=[CH:8][CH:9]=[N:10][C:2]=2[NH2:1])[CH:17]=[CH:18][C:19]=1[F:20]. The catalyst class is: 136. (8) The catalyst class is: 220. Product: [Br:16][CH:7]1[C:6](=[O:8])[CH2:5][CH2:4][N:3]([C:9]([O:11][C:12]([CH3:15])([CH3:14])[CH3:13])=[O:10])[C:2]1=[O:1]. Reactant: [O:1]=[C:2]1[CH2:7][C:6](=[O:8])[CH2:5][CH2:4][N:3]1[C:9]([O:11][C:12]([CH3:15])([CH3:14])[CH3:13])=[O:10].[Br:16]N1C(=O)CCC1=O. (9) Reactant: Cl[C:2]1[N:7]=[C:6]([NH2:8])[N:5]=[C:4]([NH:9][C:10]2[CH:15]=[CH:14][C:13]([O:16][C:17]3[CH:22]=[CH:21][N:20]=[C:19]([CH3:23])[CH:18]=3)=[CH:12][CH:11]=2)[CH:3]=1.[NH2:24][C:25]1[CH:30]=[CH:29][C:28](B2OC(C)(C)C(C)(C)O2)=[CH:27][N:26]=1.C([O-])([O-])=O.[Na+].[Na+].[Cl-]. Product: [NH3:5].[NH2:24][C:25]1[N:26]=[CH:27][C:28]([C:2]2[N:7]=[C:6]([NH2:8])[N:5]=[C:4]([NH:9][C:10]3[CH:15]=[CH:14][C:13]([O:16][C:17]4[CH:22]=[CH:21][N:20]=[C:19]([CH3:23])[CH:18]=4)=[CH:12][CH:11]=3)[CH:3]=2)=[CH:29][CH:30]=1. The catalyst class is: 3.